Dataset: Experimentally validated miRNA-target interactions with 360,000+ pairs, plus equal number of negative samples. Task: Binary Classification. Given a miRNA mature sequence and a target amino acid sequence, predict their likelihood of interaction. (1) The miRNA is hsa-miR-4769-3p with sequence UCUGCCAUCCUCCCUCCCCUAC. The protein sequence of the target gene is MAETAAGVGRFKTNYAVERKIEPFYKGGKAQLDQTGQHLFCVCGTRVNILEVASGAVLRSLEQEDQEDITAFDLSPDNEVLVTASRALLLAQWAWQEGSVTRLWKAIHTAPVATMAFDPTSTLLATGGCDGAVRVWDIVRHYGTHHFRGSPGVVHLVAFHPDPTRLLLFSSATDAAIRVWSLQDRSCLAVLTAHYSAVTSLAFSADGHTMLSSGRDKICIIWDLQSCQATRTVPVFESVEAAVLLPEEPVSQLGVKSPGLYFLTAGDQGTLRVWEAASGQCVYTQAQPPGPGQELTHCTL.... Result: 1 (interaction). (2) The miRNA is mmu-miR-1946a with sequence AGCCGGGCAGUGGUGGCACACACUUUU. The protein sequence of the target gene is MNKQRGTYSEVSLAQDPKRQQRKLKGNKISISGTKQEIFQVELNLQNASSDHQGNDKTYHCKGLLPPPEKLTAEVLGIICIVLMATVLKTIVLIPCIGVLEQNNFSLNRRMQKARHCGHCPEEWITYSNSCYYIGKERRTWEERVCWPVLRRTLICFL. Result: 0 (no interaction). (3) The miRNA is mmu-miR-1b-5p with sequence UACAUACUUCUUUACAUUCCA. Result: 1 (interaction). The protein sequence of the target gene is MMPRNNLEASTCKMAEPFNFEKKESKPPPQDPLRSPVAQHNHPTFRLKSPENGNTKNNFLLCEQNKQYLASQEDSSVVSSNPAVVNGEVGGSKGDRKPPPTGNPVSPLSLGNSSPPNQVKTKPSSNVTPEKSKKSHKLFENALSVNNPALFNSLGPPLRSTTCHRCGLFGSLRCSQCKQTYYCSTACQRRDWSSHSTICRPVQQSLNKLEDNKSPFETKAIEVKSEVDCPPGVTKEITAGAERVMFSDLRSLQLKKTMEIKGTVTEFKHPSNFYIQLYSSEVLENMNQLSTSLKETYANV.... (4) The miRNA is hsa-miR-652-3p with sequence AAUGGCGCCACUAGGGUUGUG. The protein sequence of the target gene is MKRQNVRTLALIVCTFTYLLVGAAVFDALESEPEMIERQRLELRQLELRARYNLSEGGYEELERVVLRLKPHKAGVQWRFAGSFYFAITVITTIGYGHAAPSTDGGKVFCMFYALLGIPLTLVMFQSLGERINTFVRYLLHRAKRGLGMRHAEVSMANMVLIGFVSCISTLCIGAAAFSYYERWTFFQAYYYCFITLTTIGFGDYVALQKDQALQTQPQYVAFSFVYILTGLTVIGAFLNLVVLRFMTMNAEDEKRDAEHRALLTHNGQAVGLGGLSCLSGSLGDGVRPRDPVTCAAAAG.... Result: 0 (no interaction). (5) The miRNA is hsa-miR-3169 with sequence UAGGACUGUGCUUGGCACAUAG. The protein sequence of the target gene is MEQWDHFHNQQEDTDSCSESVKFDARSMTALLPPNPKNSPSLQEKLKSFKAALIALYLLVFAVLIPLIGIVAAQLLKWETKNCSVSSTNANDITQSLTGKGNDSEEEMRFQEVFMEHMSNMEKRIQHILDMEANLMDTEHFQNFSMTTDQRFNDILLQLSTLFSSVQGHGNAIDEISKSLISLNTTLLDLQLNIENLNGKIQENTFKQQEEISKLEERVYNVSAEIMAMKEEQVHLEQEIKGEVKVLNNITNDLRLKDWEHSQTLRNITLIQGPPGPPGEKGDRGPTGESGPRGFPGPIG.... Result: 0 (no interaction).